This data is from Full USPTO retrosynthesis dataset with 1.9M reactions from patents (1976-2016). The task is: Predict the reactants needed to synthesize the given product. (1) Given the product [CH:1]1([N:4]2[C:8]3[C:9]([O:22][C@@H:23]([C@H:25]4[CH2:29][NH:28][C:27](=[O:30])[CH2:26]4)[CH3:24])=[CH:10][C:11]([C:32]4[N:36]([CH:37]5[CH2:42][CH2:41][O:40][CH2:39][CH2:38]5)[N:35]=[CH:34][CH:33]=4)=[CH:12][C:7]=3[N:6]=[CH:5]2)[CH2:2][CH2:3]1, predict the reactants needed to synthesize it. The reactants are: [CH:1]1([N:4]2[C:8]3[C:9]([O:22][C@@H:23]([C@H:25]4[CH2:29][NH:28][C:27](=[O:30])[CH2:26]4)[CH3:24])=[CH:10][C:11](B4OC(C)(C)C(C)(C)O4)=[CH:12][C:7]=3[N:6]=[CH:5]2)[CH2:3][CH2:2]1.I[C:32]1[N:36]([CH:37]2[CH2:42][CH2:41][O:40][CH2:39][CH2:38]2)[N:35]=[CH:34][CH:33]=1.C([O-])([O-])=O.[Na+].[Na+].N#N. (2) Given the product [CH3:17][C@@H:18]1[CH2:23][N:22]([C:2]2[CH:7]=[CH:6][C:5]([N+:8]([O-:10])=[O:9])=[CH:4][CH:3]=2)[CH2:21][CH2:20][N:19]1[C:24]([O:26][C:27]([CH3:28])([CH3:30])[CH3:29])=[O:25], predict the reactants needed to synthesize it. The reactants are: F[C:2]1[CH:7]=[CH:6][C:5]([N+:8]([O-:10])=[O:9])=[CH:4][CH:3]=1.C([O-])([O-])=O.[K+].[K+].[CH3:17][C@@H:18]1[CH2:23][NH:22][CH2:21][CH2:20][N:19]1[C:24]([O:26][C:27]([CH3:30])([CH3:29])[CH3:28])=[O:25]. (3) The reactants are: [Br:1][CH:2]=[C:3]1[CH2:8][CH2:7][N:6](C(OC(C)(C)C)=O)[CH2:5][CH2:4]1.[C:16]([OH:22])([C:18]([F:21])([F:20])[F:19])=[O:17]. Given the product [F:19][C:18]([F:21])([F:20])[C:16]([OH:22])=[O:17].[Br:1][CH:2]=[C:3]1[CH2:8][CH2:7][NH:6][CH2:5][CH2:4]1, predict the reactants needed to synthesize it. (4) Given the product [Br:1][C:2]1[C:14]([F:15])=[CH:13][C:12]([C:16](=[O:17])[NH2:40])=[C:11]2[C:3]=1[C:4]1[CH2:5][CH2:6][CH:7]([CH:19]([C:20]([O:22][CH2:23][CH3:24])=[O:21])[C:25]([O:27][CH2:28][CH3:29])=[O:26])[CH2:8][C:9]=1[NH:10]2, predict the reactants needed to synthesize it. The reactants are: [Br:1][C:2]1[C:14]([F:15])=[CH:13][C:12]([C:16](O)=[O:17])=[C:11]2[C:3]=1[C:4]1[CH2:5][CH2:6][CH:7]([CH:19]([C:25]([O:27][CH2:28][CH3:29])=[O:26])[C:20]([O:22][CH2:23][CH3:24])=[O:21])[CH2:8][C:9]=1[NH:10]2.C(Cl)CCl.C1C=CC2N(O)N=[N:40]C=2C=1.[NH4+].[OH-].